Dataset: Reaction yield outcomes from USPTO patents with 853,638 reactions. Task: Predict the reaction yield, written as a fraction of the theoretical maximum amount of product (1.0 means a 100% yield; for example, 0.34 means a 34% yield). (1) The reactants are [Si:1]([O:8][CH2:9][CH2:10][CH2:11][C:12]([OH:14])=[O:13])([C:4]([CH3:7])([CH3:6])[CH3:5])([CH3:3])[CH3:2].[CH3:15]COCC. No catalyst specified. The product is [Si:1]([O:8][CH2:9][CH2:10][CH2:11][C:12]([O:14][CH3:15])=[O:13])([C:4]([CH3:7])([CH3:6])[CH3:5])([CH3:3])[CH3:2]. The yield is 0.950. (2) The reactants are [Br:1][C:2]1[N:3]=[C:4]2[CH:10]=[C:9]([CH3:11])[NH:8][C:5]2=[N:6][CH:7]=1.[H-].[Na+].Cl[CH2:15][O:16][CH2:17][CH2:18][Si:19]([CH3:22])([CH3:21])[CH3:20]. The catalyst is CN(C=O)C. The product is [Br:1][C:2]1[N:3]=[C:4]2[CH:10]=[C:9]([CH3:11])[N:8]([CH2:15][O:16][CH2:17][CH2:18][Si:19]([CH3:22])([CH3:21])[CH3:20])[C:5]2=[N:6][CH:7]=1. The yield is 0.700. (3) The reactants are [Br:1][C:2]1[CH:7]=[CH:6][C:5]([OH:8])=[C:4]([C:9]2[NH:10][C:11]3[C:16]([CH:17]=2)=[CH:15][CH:14]=[CH:13][CH:12]=3)[CH:3]=1.C1C(=O)N([Cl:25])C(=O)C1. The catalyst is CN(C=O)C. The product is [Br:1][C:2]1[CH:7]=[CH:6][C:5]([OH:8])=[C:4]([C:9]2[NH:10][C:11]3[C:16]([C:17]=2[Cl:25])=[CH:15][CH:14]=[CH:13][CH:12]=3)[CH:3]=1. The yield is 0.982.